This data is from Reaction yield outcomes from USPTO patents with 853,638 reactions. The task is: Predict the reaction yield, written as a fraction of the theoretical maximum amount of product (1.0 means a 100% yield; for example, 0.34 means a 34% yield). (1) The reactants are [Cl:1][C:2]1[CH:3]=[CH:4][C:5]([N+:24]([O-:26])=[O:25])=[C:6]([CH:23]=1)[O:7][CH:8]([CH2:20][CH2:21][CH3:22])[CH2:9][CH2:10][N:11](C)[C:12](=[O:18])[O:13]C(C)(C)C.N.[C:28](=[O:31])([OH:30])[O-].[Na+]. The catalyst is Cl.O1CCOCC1. The product is [C:12]([OH:18])(=[O:13])[C:28]([OH:30])=[O:31].[Cl:1][C:2]1[CH:3]=[CH:4][C:5]([N+:24]([O-:26])=[O:25])=[C:6]([CH:23]=1)[O:7][CH:8]([CH2:20][CH2:21][CH3:22])[CH2:9][CH2:10][NH:11][CH3:12]. The yield is 0.710. (2) The yield is 0.910. The reactants are [Cl:1][C:2]1[CH:3]=[CH:4][C:5]([CH2:8][CH2:9][N:10]2[CH2:15][CH2:14][N:13]([C:16]3[CH:21]=[CH:20][C:19]4[C:22]5[CH2:23][N:24](C(OC(C)(C)C)=O)[CH2:25][CH2:26][CH2:27][C:28]=5[O:29][C:18]=4[CH:17]=3)[C:12](=[O:37])[CH2:11]2)=[N:6][CH:7]=1.Cl.CCOCC.C([O-])(O)=O.[Na+]. The product is [Cl:1][C:2]1[CH:3]=[CH:4][C:5]([CH2:8][CH2:9][N:10]2[CH2:15][CH2:14][N:13]([C:16]3[CH:21]=[CH:20][C:19]4[C:22]5[CH2:23][NH:24][CH2:25][CH2:26][CH2:27][C:28]=5[O:29][C:18]=4[CH:17]=3)[C:12](=[O:37])[CH2:11]2)=[N:6][CH:7]=1. The catalyst is CO. (3) The reactants are Cl[C:2]1[C:7]([O:8][CH3:9])=[CH:6][C:5]([N+:10]([O-:12])=[O:11])=[C:4]([O:13][CH3:14])[CH:3]=1.C([O-])([O-])=O.[K+].[K+].[N:21]1([CH:27]2[CH2:32][CH2:31][NH:30][CH2:29][CH2:28]2)[CH2:26][CH2:25][CH2:24][CH2:23][CH2:22]1.O. The catalyst is CS(C)=O. The product is [CH3:9][O:8][C:7]1[CH:6]=[C:5]([N+:10]([O-:12])=[O:11])[C:4]([O:13][CH3:14])=[CH:3][C:2]=1[N:30]1[CH2:31][CH2:32][CH:27]([N:21]2[CH2:26][CH2:25][CH2:24][CH2:23][CH2:22]2)[CH2:28][CH2:29]1. The yield is 0.370. (4) The reactants are C([O:3][C:4]([CH2:6][C:7](=[O:39])[CH2:8][C@H:9]1[CH2:14][CH2:13][C@H:12]([O:15][C:16]([N:18]2[CH2:27][CH2:26][C:25]3[C:20](=[CH:21][CH:22]=[C:23]([NH:28][C:29]([NH:31][C:32]4[CH:37]=[CH:36][CH:35]=[CH:34][C:33]=4[F:38])=[O:30])[CH:24]=3)[CH2:19]2)=[O:17])[CH2:11][CH2:10]1)=O)C.Cl.[NH2:41]O. The catalyst is C(O)C. The product is [OH:3][C:4]1[CH:6]=[C:7]([CH2:8][C@H:9]2[CH2:10][CH2:11][C@H:12]([O:15][C:16]([N:18]3[CH2:27][CH2:26][C:25]4[C:20](=[CH:21][CH:22]=[C:23]([NH:28][C:29]([NH:31][C:32]5[CH:37]=[CH:36][CH:35]=[CH:34][C:33]=5[F:38])=[O:30])[CH:24]=4)[CH2:19]3)=[O:17])[CH2:13][CH2:14]2)[O:39][N:41]=1. The yield is 0.280. (5) The reactants are [F:1][C:2]1[CH:3]=[C:4]([CH:8]=[CH:9][C:10]2[CH:15]=[CH:14][C:13]([N+:16]([O-])=O)=[CH:12][CH:11]=2)[CH:5]=[CH:6][CH:7]=1. The catalyst is C(OCC)(=O)C.[Pt]. The product is [F:1][C:2]1[CH:3]=[C:4]([CH:8]=[CH:9][C:10]2[CH:11]=[CH:12][C:13]([NH2:16])=[CH:14][CH:15]=2)[CH:5]=[CH:6][CH:7]=1. The yield is 0.620.